Dataset: Full USPTO retrosynthesis dataset with 1.9M reactions from patents (1976-2016). Task: Predict the reactants needed to synthesize the given product. (1) Given the product [OH:22][C:19]1[CH:18]=[CH:17][C:16]([CH:14]([N:13]([C:29]2[CH:34]=[CH:33][C:32]([O:35][CH2:36][CH2:37][N:38]3[CH2:39][CH2:40][CH2:41][CH2:42]3)=[CH:31][CH:30]=2)[S:10]([C:3]2[C:4]([CH3:9])=[CH:5][C:6]([CH3:8])=[CH:7][C:2]=2[CH3:1])(=[O:12])=[O:11])[CH3:15])=[CH:21][CH:20]=1, predict the reactants needed to synthesize it. The reactants are: [CH3:1][C:2]1[CH:7]=[C:6]([CH3:8])[CH:5]=[C:4]([CH3:9])[C:3]=1[S:10]([N:13]([C:29]1[CH:34]=[CH:33][C:32]([O:35][CH2:36][CH2:37][N:38]2[CH2:42][CH2:41][CH2:40][CH2:39]2)=[CH:31][CH:30]=1)[CH:14]([C:16]1[CH:21]=[CH:20][C:19]([O:22]C2CCCCO2)=[CH:18][CH:17]=1)[CH3:15])(=[O:12])=[O:11].Cl. (2) Given the product [NH2:8][C@@H:9]1[CH2:14][CH2:13][N:12]([C:15]([O:17][C:18]([CH3:20])([CH3:19])[CH3:21])=[O:16])[CH2:11][C@@H:10]1[F:22], predict the reactants needed to synthesize it. The reactants are: C([NH:8][C@H:9]1[CH2:14][CH2:13][N:12]([C:15]([O:17][C:18]([CH3:21])([CH3:20])[CH3:19])=[O:16])[CH2:11][C@H:10]1[F:22])C1C=CC=CC=1.Cl. (3) Given the product [F:68][C:69]([F:82])([F:83])[C:70]1[CH:71]=[C:72]([NH:80][NH:81][C:50](=[O:51])[CH:11]([C:10]2[C:5]3[O:4][CH2:3][CH2:2][O:1][C:6]=3[CH:7]=[CH:8][CH:9]=2)[N:16]2[CH2:15][CH2:14][N:13]([CH3:12])[CH2:18][CH2:19]2)[CH:73]=[C:74]([C:76]([F:79])([F:77])[F:78])[CH:75]=1, predict the reactants needed to synthesize it. The reactants are: [O:1]1[C:6]2[CH:7]=[CH:8][CH:9]=[C:10]([CH:11]3[N:16](C)[CH2:15][CH2:14][N:13]([CH2:18][C:19](O)=O)[CH2:12]3)[C:5]=2[O:4][CH2:3][CH2:2]1.C1C=CC2N(O)N=NC=2C=1.O.C1CCC(N=C=NC2CCCCC2)CC1.CN1C2C=CC(Cl)=CC=2C(C2C=CC=CC=2)=NC[C:50]1=[O:51].[F:68][C:69]([F:83])([F:82])[C:70]1[CH:71]=[C:72]([NH:80][NH2:81])[CH:73]=[C:74]([C:76]([F:79])([F:78])[F:77])[CH:75]=1.[N-]=C=O.C(O)C(N)(CO)CO. (4) The reactants are: [N+:1]([C:4]1[CH:9]=[CH:8][C:7]([C:10]2[N:15]=[C:14]([N:16]3[CH:21]4[CH2:22][CH2:23][CH:17]3[CH2:18][O:19][CH2:20]4)[CH:13]=[C:12]([N:24]3[CH:29]4[CH2:30][CH2:31][CH:25]3[CH2:26][O:27][CH2:28]4)[N:11]=2)=[CH:6][CH:5]=1)([O-])=O. Given the product [CH:25]12[N:24]([C:12]3[CH:13]=[C:14]([N:16]4[CH:21]5[CH2:22][CH2:23][CH:17]4[CH2:18][O:19][CH2:20]5)[N:15]=[C:10]([C:7]4[CH:6]=[CH:5][C:4]([NH2:1])=[CH:9][CH:8]=4)[N:11]=3)[CH:29]([CH2:30][CH2:31]1)[CH2:28][O:27][CH2:26]2, predict the reactants needed to synthesize it. (5) Given the product [ClH:1].[CH3:8][O:9][C:10]1[CH:11]=[CH:12][C:13]([C:14]([O:16][CH2:17][C:18]([NH2:21])([CH3:20])[CH3:19])=[O:15])=[CH:29][CH:30]=1, predict the reactants needed to synthesize it. The reactants are: [ClH:1].O1CCOCC1.[CH3:8][O:9][C:10]1[CH:30]=[CH:29][C:13]([C:14]([O:16][CH2:17][C:18]([NH:21]C(OC(C)(C)C)=O)([CH3:20])[CH3:19])=[O:15])=[CH:12][CH:11]=1. (6) Given the product [CH2:1]([O:8][C:9](=[O:27])[C@H:10]([CH2:12][CH2:13][CH2:14][CH2:15][NH:16][C:17]([O:19][CH2:20][C:21]1[CH:22]=[CH:23][CH:24]=[CH:25][CH:26]=1)=[O:18])[NH:11][CH2:28][C:29]1[CH:34]=[CH:33][CH:32]=[CH:31][CH:30]=1)[C:2]1[CH:7]=[CH:6][CH:5]=[CH:4][CH:3]=1, predict the reactants needed to synthesize it. The reactants are: [CH2:1]([O:8][C:9](=[O:27])[C@H:10]([CH2:12][CH2:13][CH2:14][CH2:15][NH:16][C:17]([O:19][CH2:20][C:21]1[CH:26]=[CH:25][CH:24]=[CH:23][CH:22]=1)=[O:18])[NH2:11])[C:2]1[CH:7]=[CH:6][CH:5]=[CH:4][CH:3]=1.[CH:28](=O)[C:29]1[CH:34]=[CH:33][CH:32]=[CH:31][CH:30]=1.